From a dataset of Reaction yield outcomes from USPTO patents with 853,638 reactions. Predict the reaction yield, written as a fraction of the theoretical maximum amount of product (1.0 means a 100% yield; for example, 0.34 means a 34% yield). (1) The reactants are [CH:1]1([CH:7]=[N:8][OH:9])[CH2:6][CH2:5][CH2:4][CH2:3][CH2:2]1.ClN1C(=O)CCC1=O.[NH4+].[Cl-].[CH3:20][C:21]1[NH:25][N:24]=[N:23][N:22]=1.C(N(CC)CC)C. The catalyst is CN(C=O)C.ClCCl. The product is [CH3:20][C:21]1[N:25]([C:7]([CH:1]2[CH2:6][CH2:5][CH2:4][CH2:3][CH2:2]2)=[N:8][OH:9])[N:24]=[N:23][N:22]=1. The yield is 0.283. (2) The reactants are [CH3:1][O:2][C:3]1[CH:11]=[C:10]([N+:12]([O-:14])=[O:13])[CH:9]=[CH:8][C:4]=1[C:5]([OH:7])=[O:6].[C:15](=O)([O-])[O-].[K+].[K+].IC. No catalyst specified. The product is [CH3:1][O:2][C:3]1[CH:11]=[C:10]([N+:12]([O-:14])=[O:13])[CH:9]=[CH:8][C:4]=1[C:5]([O:7][CH3:15])=[O:6]. The yield is 0.770. (3) The reactants are [NH2:1][C:2]1[N:7]=[CH:6][C:5]([C:8]2[CH:29]=[CH:28][C:11]3[N:12]([C:24]([CH3:27])([CH3:26])[CH3:25])[C:13]([C:15]4[CH:22]=[C:21]([F:23])[CH:20]=[CH:19][C:16]=4[C:17]#[N:18])=[N:14][C:10]=3[CH:9]=2)=[CH:4][N:3]=1.[NH2:30][OH:31]. The catalyst is CCO. The product is [NH2:1][C:2]1[N:7]=[CH:6][C:5]([C:8]2[CH:29]=[CH:28][C:11]3[N:12]([C:24]([CH3:25])([CH3:26])[CH3:27])[C:13]([C:15]4[CH:22]=[C:21]([F:23])[CH:20]=[CH:19][C:16]=4[C:17]([NH:30][OH:31])=[NH:18])=[N:14][C:10]=3[CH:9]=2)=[CH:4][N:3]=1. The yield is 0.880. (4) The reactants are [NH2:1][C:2]1[N:3]([CH3:24])[C:4](=[O:23])[C:5]2([C:15]3[C:10](=[CH:11][CH:12]=[C:13](Br)[CH:14]=3)[O:9][CH:8]([C:17]3[CH:22]=[CH:21][CH:20]=[CH:19][CH:18]=3)[CH2:7]2)[N:6]=1.[CH3:25][NH:26][S:27]([C:30]1[CH:31]=[C:32](B(O)O)[CH:33]=[CH:34][CH:35]=1)(=[O:29])=[O:28]. The catalyst is O1CCOCC1.C([O-])([O-])=O.[Cs+].[Cs+].Cl[Pd](Cl)([P](C1C=CC=CC=1)(C1C=CC=CC=1)C1C=CC=CC=1)[P](C1C=CC=CC=1)(C1C=CC=CC=1)C1C=CC=CC=1. The product is [NH2:1][C:2]1[N:3]([CH3:24])[C:4](=[O:23])[C:5]2([C:15]3[C:10](=[CH:11][CH:12]=[C:13]([C:32]4[CH:31]=[C:30]([S:27]([NH:26][CH3:25])(=[O:28])=[O:29])[CH:35]=[CH:34][CH:33]=4)[CH:14]=3)[O:9][CH:8]([C:17]3[CH:22]=[CH:21][CH:20]=[CH:19][CH:18]=3)[CH2:7]2)[N:6]=1. The yield is 0.240. (5) The reactants are C(N(CC)CC)C.[CH2:8]([N:15]1[CH:19]=[C:18]([C:20]([CH3:23])([CH3:22])[CH3:21])[N:17]=[C:16]1[C@H:24]([NH2:35])[CH2:25][C:26]1[C:34]2[C:29](=[CH:30][CH:31]=[CH:32][CH:33]=2)[NH:28][CH:27]=1)[C:9]1[CH:14]=[CH:13][CH:12]=[CH:11][CH:10]=1.[CH2:36](Cl)[C:37]1[CH:42]=[CH:41][CH:40]=[CH:39][CH:38]=1. The catalyst is C(#N)C.C(OCC)(=O)C.O. The product is [CH2:36]([NH:35][C@@H:24]([C:16]1[N:15]([CH2:8][C:9]2[CH:14]=[CH:13][CH:12]=[CH:11][CH:10]=2)[CH:19]=[C:18]([C:20]([CH3:22])([CH3:23])[CH3:21])[N:17]=1)[CH2:25][C:26]1[C:34]2[C:29](=[CH:30][CH:31]=[CH:32][CH:33]=2)[NH:28][CH:27]=1)[C:37]1[CH:42]=[CH:41][CH:40]=[CH:39][CH:38]=1. The yield is 0.0500. (6) The reactants are O.NN.C([N:7]1[CH2:12][C:11](=[O:13])[NH:10][CH:9]([CH2:14][C:15]2[CH:20]=[CH:19][CH:18]=[C:17]([O:21][C:22]3[CH:27]=[CH:26][CH:25]=[CH:24][CH:23]=3)[CH:16]=2)[C:8]1=[O:28])(=O)C. The catalyst is CN(C=O)C.O. The product is [O:21]([C:17]1[CH:16]=[C:15]([CH:20]=[CH:19][CH:18]=1)[CH2:14][CH:9]1[NH:10][C:11](=[O:13])[CH2:12][NH:7][C:8]1=[O:28])[C:22]1[CH:23]=[CH:24][CH:25]=[CH:26][CH:27]=1. The yield is 0.670. (7) The reactants are [C:1]1([N:7]2[C:12](=O)C3SC=C(C4C=CC=CC=4)C=3N=C2)[CH:6]=[CH:5][CH:4]=[CH:3][CH:2]=1.[NH2:23][C:24]1[C:28]([C:29]2[CH:34]=[CH:33][C:32]([F:35])=[CH:31][CH:30]=2)=[CH:27][S:26][C:25]=1[C:36]([O:38]C)=O.C(OCC)(OCC)OCC.[Cl:50]C1C=CC(N)=CC=1. The catalyst is C(O)(=O)C. The product is [Cl:50][C:4]1[CH:5]=[CH:6][C:1]([N:7]2[C:36](=[O:38])[C:25]3[S:26][CH:27]=[C:28]([C:29]4[CH:30]=[CH:31][C:32]([F:35])=[CH:33][CH:34]=4)[C:24]=3[N:23]=[CH:12]2)=[CH:2][CH:3]=1. The yield is 0.400.